Dataset: Orexin1 receptor HTS with 218,158 compounds and 233 confirmed actives. Task: Binary Classification. Given a drug SMILES string, predict its activity (active/inactive) in a high-throughput screening assay against a specified biological target. (1) The drug is S(c1[nH]n2c(nc(c3ccccc3)cc2=O)n1)Cc1ccccc1. The result is 0 (inactive). (2) The molecule is O1C(CCC1)CNc1nc(NCCCOC)nc(N)c1[N+]([O-])=O. The result is 0 (inactive).